From a dataset of Full USPTO retrosynthesis dataset with 1.9M reactions from patents (1976-2016). Predict the reactants needed to synthesize the given product. (1) Given the product [F:6][C:7]1[CH:8]=[C:9]([C:13]2[CH:14]=[C:15]([OH:26])[C:16]([C:19]([NH:21][CH2:22][C:23]([O-:25])=[O:24])=[O:20])=[N:17][CH:18]=2)[CH:10]=[CH:11][CH:12]=1.[Na+:5], predict the reactants needed to synthesize it. The reactants are: C([O-])(O)=O.[Na+:5].[F:6][C:7]1[CH:8]=[C:9]([C:13]2[CH:14]=[C:15]([OH:26])[C:16]([C:19]([NH:21][CH2:22][C:23]([OH:25])=[O:24])=[O:20])=[N:17][CH:18]=2)[CH:10]=[CH:11][CH:12]=1. (2) Given the product [CH3:18][O:17][CH2:16][C@H:3]1[C@@H:2]([NH:1][C:28](=[O:29])[CH2:27][NH:26][C:24](=[O:25])[C:23]2[CH:31]=[CH:32][CH:33]=[C:21]([C:20]([F:19])([F:35])[F:34])[CH:22]=2)[CH2:7][CH2:6][C@@H:5]([NH:8][C:9](=[O:15])[O:10][C:11]([CH3:12])([CH3:13])[CH3:14])[CH2:4]1, predict the reactants needed to synthesize it. The reactants are: [NH2:1][C@H:2]1[CH2:7][CH2:6][C@@H:5]([NH:8][C:9](=[O:15])[O:10][C:11]([CH3:14])([CH3:13])[CH3:12])[CH2:4][C@H:3]1[CH2:16][O:17][CH3:18].[F:19][C:20]([F:35])([F:34])[C:21]1[CH:22]=[C:23]([CH:31]=[CH:32][CH:33]=1)[C:24]([NH:26][CH2:27][C:28](O)=[O:29])=[O:25].C(N(C(C)C)CC)(C)C.CN(C(ON1N=NC2C=CC=CC1=2)=[N+](C)C)C.[B-](F)(F)(F)F. (3) Given the product [Br:1][CH:2]1[CH2:20][CH2:21][N:5]([CH:6]2[CH2:11][CH2:10][N:9]([C:12]3[S:16][N:15]=[C:14]([CH:17]([CH3:19])[CH3:18])[N:13]=3)[CH2:8][CH2:7]2)[C:3]1=[O:4], predict the reactants needed to synthesize it. The reactants are: [Br:1][CH:2]([CH2:20][CH2:21]Br)[C:3]([NH:5][CH:6]1[CH2:11][CH2:10][N:9]([C:12]2[S:16][N:15]=[C:14]([CH:17]([CH3:19])[CH3:18])[N:13]=2)[CH2:8][CH2:7]1)=[O:4].[H-].[Na+].O. (4) Given the product [CH2:11]([N:18]([C:29]1[CH:34]=[CH:33][C:32]([O:35][CH3:36])=[C:31]([O:37][CH3:38])[CH:30]=1)[S:19]([C:22]1[CH:27]=[CH:26][C:25]([N:8]2[CH2:9][CH2:10][C:5]3([O:4][CH2:3][CH2:2][O:1]3)[CH2:6][CH2:7]2)=[CH:24][CH:23]=1)(=[O:21])=[O:20])[C:12]1[CH:17]=[CH:16][CH:15]=[CH:14][CH:13]=1, predict the reactants needed to synthesize it. The reactants are: [O:1]1[C:5]2([CH2:10][CH2:9][NH:8][CH2:7][CH2:6]2)[O:4][CH2:3][CH2:2]1.[CH2:11]([N:18]([C:29]1[CH:34]=[CH:33][C:32]([O:35][CH3:36])=[C:31]([O:37][CH3:38])[CH:30]=1)[S:19]([C:22]1[CH:27]=[CH:26][C:25](F)=[CH:24][CH:23]=1)(=[O:21])=[O:20])[C:12]1[CH:17]=[CH:16][CH:15]=[CH:14][CH:13]=1.C(=O)([O-])[O-].[K+].[K+]. (5) Given the product [CH2:20]([O:19][S:16]([O-:22])(=[O:18])=[O:17])[CH3:21].[CH2:12]([P+:6]([CH2:2][CH2:3][CH2:4][CH3:5])([CH2:8][CH2:9][CH2:10][CH3:11])[CH3:7])[CH2:13][CH2:14][CH3:15], predict the reactants needed to synthesize it. The reactants are: [Cl-].[CH2:2]([P+:6]([CH2:12][CH2:13][CH2:14][CH3:15])([CH2:8][CH2:9][CH2:10][CH3:11])[CH3:7])[CH2:3][CH2:4][CH3:5].[S:16]([O:22]CC)([O:19][CH2:20][CH3:21])(=[O:18])=[O:17]. (6) Given the product [F:26][C:27]([F:38])([F:37])[C:28]([NH:25][NH:24][C:9]1[C:8]([C:5]2[CH:6]=[CH:7][C:2]([F:1])=[CH:3][CH:4]=2)=[C:13]([C:14]2[CH:15]=[CH:16][N:17]=[CH:18][CH:19]=2)[N:12]=[C:11]([C:20]([F:23])([F:22])[F:21])[N:10]=1)=[O:29], predict the reactants needed to synthesize it. The reactants are: [F:1][C:2]1[CH:7]=[CH:6][C:5]([C:8]2[C:9]([NH:24][NH2:25])=[N:10][C:11]([C:20]([F:23])([F:22])[F:21])=[N:12][C:13]=2[C:14]2[CH:19]=[CH:18][N:17]=[CH:16][CH:15]=2)=[CH:4][CH:3]=1.[F:26][C:27]([F:38])([F:37])[C:28](O[C:28](=[O:29])[C:27]([F:38])([F:37])[F:26])=[O:29]. (7) Given the product [NH2:1][C:2]1[N:3]=[CH:4][C:5]([O:8][C:16]2[CH:21]=[CH:20][N:19]=[C:18]([C:22]([NH:24][CH:25]([CH3:27])[CH3:26])=[O:23])[CH:17]=2)=[CH:6][CH:7]=1, predict the reactants needed to synthesize it. The reactants are: [NH2:1][C:2]1[CH:7]=[CH:6][C:5]([OH:8])=[CH:4][N:3]=1.CC(C)([O-])C.[K+].Cl[C:16]1[CH:21]=[CH:20][N:19]=[C:18]([C:22]([NH:24][CH:25]([CH3:27])[CH3:26])=[O:23])[CH:17]=1.